Task: Predict the reactants needed to synthesize the given product.. Dataset: Full USPTO retrosynthesis dataset with 1.9M reactions from patents (1976-2016) (1) Given the product [OH:8][C:9]1[C:10](=[O:76])[N:11]([CH3:75])[CH:12]=[CH:13][C:14]=1[C:15]([NH:17][CH2:18][CH2:19][N:20]([CH2:54][CH2:55][NH:56][C:57]([C:59]1[CH:64]=[CH:63][N:62]([CH3:65])[C:61](=[O:66])[C:60]=1[OH:67])=[O:58])[CH2:21][CH:22]([NH:35][C:36]([C:38]1[CH:43]=[CH:42][N:41]([CH3:44])[C:40](=[O:45])[C:39]=1[OH:46])=[O:37])[CH2:23][C:24]1[CH:34]=[CH:33][C:27]([O:28][CH2:29][C:30]([OH:32])=[O:31])=[CH:26][CH:25]=1)=[O:16], predict the reactants needed to synthesize it. The reactants are: C([O:8][C:9]1[C:10](=[O:76])[N:11]([CH3:75])[CH:12]=[CH:13][C:14]=1[C:15]([NH:17][CH2:18][CH2:19][N:20]([CH2:54][CH2:55][NH:56][C:57]([C:59]1[CH:64]=[CH:63][N:62]([CH3:65])[C:61](=[O:66])[C:60]=1[O:67]CC1C=CC=CC=1)=[O:58])[CH2:21][CH:22]([NH:35][C:36]([C:38]1[CH:43]=[CH:42][N:41]([CH3:44])[C:40](=[O:45])[C:39]=1[O:46]CC1C=CC=CC=1)=[O:37])[CH2:23][C:24]1[CH:34]=[CH:33][C:27]([O:28][CH2:29][C:30]([OH:32])=[O:31])=[CH:26][CH:25]=1)=[O:16])C1C=CC=CC=1.Cl. (2) Given the product [CH2:10]([O:9][C:7](=[O:8])[NH:6][CH:2]([C:3](=[O:5])[NH:18][CH2:19][C:20](=[O:21])[C:22]1[CH:27]=[CH:26][CH:25]=[CH:24][CH:23]=1)[CH3:1])[C:11]1[CH:16]=[CH:15][CH:14]=[CH:13][CH:12]=1, predict the reactants needed to synthesize it. The reactants are: [CH3:1][C@H:2]([NH:6][C:7]([O:9][CH2:10][C:11]1[CH:16]=[CH:15][CH:14]=[CH:13][CH:12]=1)=[O:8])[C:3]([OH:5])=O.Cl.[NH2:18][CH2:19][C:20]([C:22]1[CH:27]=[CH:26][CH:25]=[CH:24][CH:23]=1)=[O:21].CN1CCOCC1.ON1C2C=CC=CC=2N=N1.Cl.CN(C)CCCN=C=NCC. (3) Given the product [O:1]1[CH2:5][CH2:4][CH:3]([NH:6][C:8]2[CH2:12][S:11][C:10](=[O:13])[N:9]=2)[CH2:2]1, predict the reactants needed to synthesize it. The reactants are: [O:1]1[CH2:5][CH2:4][CH:3]([NH2:6])[CH2:2]1.S=[C:8]1[CH2:12][S:11][C:10](=[O:13])[NH:9]1.